Task: Regression. Given a peptide amino acid sequence and an MHC pseudo amino acid sequence, predict their binding affinity value. This is MHC class I binding data.. Dataset: Peptide-MHC class I binding affinity with 185,985 pairs from IEDB/IMGT (1) The peptide sequence is TLRFKTKAL. The MHC is HLA-B53:01 with pseudo-sequence HLA-B53:01. The binding affinity (normalized) is 0.213. (2) The peptide sequence is GRQEKNPAL. The MHC is HLA-B58:01 with pseudo-sequence HLA-B58:01. The binding affinity (normalized) is 0.0847. (3) The peptide sequence is ILNHKFCNL. The MHC is HLA-B08:02 with pseudo-sequence HLA-B08:02. The binding affinity (normalized) is 0.0847. (4) The peptide sequence is LLMLLPTAL. The MHC is HLA-A02:01 with pseudo-sequence HLA-A02:01. The binding affinity (normalized) is 0.895. (5) The MHC is HLA-A02:01 with pseudo-sequence HLA-A02:01. The binding affinity (normalized) is 0.952. The peptide sequence is ILWQVPFSV.